From a dataset of Forward reaction prediction with 1.9M reactions from USPTO patents (1976-2016). Predict the product of the given reaction. (1) Given the reactants [C:1]([NH:4][C@H:5]([C:23]([OH:25])=O)[CH2:6][S:7][CH2:8][CH:9]=[C:10]([CH2:12][CH2:13][CH:14]=[C:15]([CH2:17][CH2:18][CH:19]=[C:20]([CH3:22])[CH3:21])[CH3:16])[CH3:11])(=[O:3])[CH3:2].[NH2:26][NH2:27], predict the reaction product. The product is: [NH:26]([C:23](=[O:25])[C@@H:5]([NH:4][C:1](=[O:3])[CH3:2])[CH2:6][S:7][CH2:8]/[CH:9]=[C:10](\[CH3:11])/[CH2:12][CH2:13]/[CH:14]=[C:15](\[CH3:16])/[CH2:17][CH2:18][CH:19]=[C:20]([CH3:22])[CH3:21])[NH2:27]. (2) The product is: [CH:37]([Si:4]([CH:1]([CH3:3])[CH3:2])([CH:34]([CH3:36])[CH3:35])[O:5][C@H:6]1[C@H:11]([O:12][Si:13]([CH:14]([CH3:15])[CH3:16])([CH:20]([CH3:21])[CH3:22])[CH:17]([CH3:19])[CH3:18])[CH:10]=[C:9]([C:23]2[CH:28]=[CH:27][N:26]=[CH:25][C:24]=2[NH2:29])[O:8][C@@H:7]1[CH:32]=[CH2:33])([CH3:38])[CH3:39]. Given the reactants [CH:1]([Si:4]([CH:37]([CH3:39])[CH3:38])([CH:34]([CH3:36])[CH3:35])[O:5][C@H:6]1[C@H:11]([O:12][Si:13]([CH:20]([CH3:22])[CH3:21])([CH:17]([CH3:19])[CH3:18])[CH:14]([CH3:16])[CH3:15])[CH:10]=[C:9]([C:23]2[CH:28]=[CH:27][N:26]=[CH:25][C:24]=2[N+:29]([O-])=O)[O:8][C@@H:7]1[CH:32]=[CH2:33])([CH3:3])[CH3:2], predict the reaction product. (3) Given the reactants [NH:1]1[C:9]2[C:4](=[CH:5][C:6]([C:10]#[N:11])=[CH:7][CH:8]=2)[CH:3]=[CH:2]1.[OH-].[K+].[I:14]I.[O-]S([O-])(=S)=O.[Na+].[Na+], predict the reaction product. The product is: [I:14][C:3]1[C:4]2[C:9](=[CH:8][CH:7]=[C:6]([C:10]#[N:11])[CH:5]=2)[NH:1][CH:2]=1.